From a dataset of Merck oncology drug combination screen with 23,052 pairs across 39 cell lines. Regression. Given two drug SMILES strings and cell line genomic features, predict the synergy score measuring deviation from expected non-interaction effect. (1) Drug 1: O=S1(=O)NC2(CN1CC(F)(F)F)C1CCC2Cc2cc(C=CCN3CCC(C(F)(F)F)CC3)ccc2C1. Drug 2: COc1cccc2c1C(=O)c1c(O)c3c(c(O)c1C2=O)CC(O)(C(=O)CO)CC3OC1CC(N)C(O)C(C)O1. Cell line: NCIH23. Synergy scores: synergy=6.15. (2) Drug 1: CC(=O)OC1C(=O)C2(C)C(O)CC3OCC3(OC(C)=O)C2C(OC(=O)c2ccccc2)C2(O)CC(OC(=O)C(O)C(NC(=O)c3ccccc3)c3ccccc3)C(C)=C1C2(C)C. Drug 2: CS(=O)(=O)CCNCc1ccc(-c2ccc3ncnc(Nc4ccc(OCc5cccc(F)c5)c(Cl)c4)c3c2)o1. Cell line: LNCAP. Synergy scores: synergy=-28.8. (3) Cell line: HT29. Drug 2: Cc1nc(Nc2ncc(C(=O)Nc3c(C)cccc3Cl)s2)cc(N2CCN(CCO)CC2)n1. Synergy scores: synergy=10.2. Drug 1: C=CCn1c(=O)c2cnc(Nc3ccc(N4CCN(C)CC4)cc3)nc2n1-c1cccc(C(C)(C)O)n1.